This data is from Full USPTO retrosynthesis dataset with 1.9M reactions from patents (1976-2016). The task is: Predict the reactants needed to synthesize the given product. (1) Given the product [CH3:1][O:2][C:3](=[O:18])[C:4]1[CH:9]=[C:8]([N:10]2[CH:14]=[CH:13][CH:12]=[N:11]2)[CH:7]=[CH:6][C:5]=1[NH2:15], predict the reactants needed to synthesize it. The reactants are: [CH3:1][O:2][C:3](=[O:18])[C:4]1[CH:9]=[C:8]([N:10]2[CH:14]=[CH:13][CH:12]=[N:11]2)[CH:7]=[CH:6][C:5]=1[N+:15]([O-])=O. (2) Given the product [OH:27][CH2:26]/[CH:25]=[CH:24]/[C:21]1[CH:22]=[CH:23][C:18]([NH:17][C:15](=[O:16])[O:14][CH2:7][C:8]2[CH:9]=[CH:10][CH:11]=[CH:12][CH:13]=2)=[CH:19][CH:20]=1, predict the reactants needed to synthesize it. The reactants are: [H-].[H-].[H-].[H-].[Li+].[Al+3].[CH2:7]([O:14][C:15]([NH:17][C:18]1[CH:23]=[CH:22][C:21](/[CH:24]=[CH:25]/[C:26](OC)=[O:27])=[CH:20][CH:19]=1)=[O:16])[C:8]1[CH:13]=[CH:12][CH:11]=[CH:10][CH:9]=1. (3) Given the product [C:18]([C:17]1[CH:16]=[C:3]2[C:2]([CH:1]3[CH2:7][CH:4]2[CH2:5][CH2:6]3)=[N:25][N:24]=1)([CH3:21])([CH3:20])[CH3:19], predict the reactants needed to synthesize it. The reactants are: [CH:1]12[CH2:7][CH:4]([CH2:5][CH2:6]1)[C:3](=O)[C:2]2=O.COP([CH2:16][C:17](=O)[C:18]([CH3:21])([CH3:20])[CH3:19])(=O)OC.O.[NH2:24][NH2:25].